From a dataset of Peptide-MHC class I binding affinity with 185,985 pairs from IEDB/IMGT. Regression. Given a peptide amino acid sequence and an MHC pseudo amino acid sequence, predict their binding affinity value. This is MHC class I binding data. (1) The peptide sequence is YLYNKYSFK. The MHC is HLA-A69:01 with pseudo-sequence HLA-A69:01. The binding affinity (normalized) is 0.0847. (2) The peptide sequence is TVVPLMAFL. The MHC is HLA-A02:01 with pseudo-sequence HLA-A02:01. The binding affinity (normalized) is 0.640. (3) The MHC is HLA-B15:01 with pseudo-sequence HLA-B15:01. The binding affinity (normalized) is 0.0847. The peptide sequence is MLTNASGHA. (4) The peptide sequence is QYAEMWAQDAA. The MHC is HLA-B08:01 with pseudo-sequence HLA-B08:01. The binding affinity (normalized) is 0.0513. (5) The peptide sequence is AFHHVAREK. The MHC is HLA-A23:01 with pseudo-sequence HLA-A23:01. The binding affinity (normalized) is 0. (6) The peptide sequence is EAVYGNIKHK. The MHC is HLA-A33:01 with pseudo-sequence HLA-A33:01. The binding affinity (normalized) is 0. (7) The peptide sequence is LTDAVKVMDL. The MHC is Mamu-A01 with pseudo-sequence Mamu-A01. The binding affinity (normalized) is 0.126. (8) The peptide sequence is LLQAIGAAA. The MHC is HLA-A11:01 with pseudo-sequence HLA-A11:01. The binding affinity (normalized) is 0.213.